Dataset: Forward reaction prediction with 1.9M reactions from USPTO patents (1976-2016). Task: Predict the product of the given reaction. (1) Given the reactants [CH3:1][C:2]1[CH:7]=[C:6]([CH3:8])[CH:5]=[C:4]([CH3:9])[C:3]=1[N:10]=[C:11]=[O:12].[NH2:13][C:14]1[CH:15]=[C:16]([C:35]2[CH:40]=[CH:39][C:38]([F:41])=[CH:37][CH:36]=2)[CH:17]=[CH:18][C:19]=1[C:20]([NH:22][C@H:23]([C:31]([O:33][CH3:34])=[O:32])[C@@H:24]([CH3:30])[O:25][C:26]([CH3:29])([CH3:28])[CH3:27])=[O:21].CCCCCC.C(OCC)(=O)C, predict the reaction product. The product is: [CH3:29][C:26]([O:25][C@H:24]([CH3:30])[C@@H:23]([C:31]([O:33][CH3:34])=[O:32])[NH:22][C:20]([C:19]1[CH:18]=[CH:17][C:16]([C:35]2[CH:36]=[CH:37][C:38]([F:41])=[CH:39][CH:40]=2)=[CH:15][C:14]=1[NH:13][C:11]([NH:10][C:3]1[C:2]([CH3:1])=[CH:7][C:6]([CH3:8])=[CH:5][C:4]=1[CH3:9])=[O:12])=[O:21])([CH3:27])[CH3:28]. (2) Given the reactants [H-].[Na+].[CH:3]([C:6]1([OH:10])[CH2:9][O:8][CH2:7]1)([CH3:5])[CH3:4].[C:11](=O)([O:19]C1C=CC=CN=1)[O:12][C:13]1[CH:18]=[CH:17][CH:16]=[CH:15][N:14]=1, predict the reaction product. The product is: [C:11](=[O:19])([O:12][C:13]1[CH:18]=[CH:17][CH:16]=[CH:15][N:14]=1)[O:10][C:6]1([CH:3]([CH3:5])[CH3:4])[CH2:9][O:8][CH2:7]1. (3) Given the reactants CS(NC1C=CC=CC=1N1CCN(C(OC(C)(C)C)=O)CC1)(=O)=O.[NH2:25][C:26]1[CH:31]=[CH:30][CH:29]=[CH:28][C:27]=1[N:32]1[CH2:37][CH2:36][N:35]([C:38](=[O:68])[C@H:39]([NH:48][C:49]([C@@H:51]2[CH2:60][C:59]3[C:54](=[CH:55][CH:56]=[CH:57][CH:58]=3)[CH2:53][N:52]2[C:61]([O:63][C:64]([CH3:67])([CH3:66])[CH3:65])=[O:62])=[O:50])[CH2:40][C:41]2[CH:46]=[CH:45][C:44]([Cl:47])=[CH:43][CH:42]=2)[CH2:34][CH2:33]1.N1C=CC=CC=1.[C:75]1([CH2:81][S:82](Cl)(=[O:84])=[O:83])[CH:80]=[CH:79][CH:78]=[CH:77][CH:76]=1, predict the reaction product. The product is: [Cl:47][C:44]1[CH:43]=[CH:42][C:41]([CH2:40][C@@H:39]([NH:48][C:49]([C@@H:51]2[CH2:60][C:59]3[C:54](=[CH:55][CH:56]=[CH:57][CH:58]=3)[CH2:53][N:52]2[C:61]([O:63][C:64]([CH3:65])([CH3:67])[CH3:66])=[O:62])=[O:50])[C:38](=[O:68])[N:35]2[CH2:36][CH2:37][N:32]([C:27]3[CH:28]=[CH:29][CH:30]=[CH:31][C:26]=3[NH:25][S:82]([CH2:81][C:75]3[CH:80]=[CH:79][CH:78]=[CH:77][CH:76]=3)(=[O:84])=[O:83])[CH2:33][CH2:34]2)=[CH:46][CH:45]=1.[Cl:47][C:44]1[CH:45]=[CH:46][C:41]([CH2:40][C@@H:39]([NH:48][C:49]([C@@H:51]2[CH2:60][C:59]3[C:54](=[CH:55][CH:56]=[CH:57][CH:58]=3)[CH2:53][NH:52]2)=[O:50])[C:38](=[O:68])[N:35]2[CH2:34][CH2:33][N:32]([C:27]3[CH:28]=[CH:29][CH:30]=[CH:31][C:26]=3[NH:25][S:82]([CH2:81][C:75]3[CH:80]=[CH:79][CH:78]=[CH:77][CH:76]=3)(=[O:84])=[O:83])[CH2:37][CH2:36]2)=[CH:42][CH:43]=1. (4) Given the reactants [NH2:1][CH2:2][CH2:3][NH:4][C:5](=O)[C@@H:6]([NH:9]C(=O)OC(C)(C)C)[CH2:7][OH:8].[ClH:18], predict the reaction product. The product is: [ClH:18].[ClH:18].[ClH:18].[NH2:9][C@H:6]([CH2:5][NH:4][CH2:3][CH2:2][NH2:1])[CH2:7][OH:8]. (5) Given the reactants Cl.[NH2:2][C:3]1[CH:4]=[C:5]([NH:9][C:10](=[O:20])[C:11]2[CH:16]=[CH:15][CH:14]=[C:13]([N+:17]([O-:19])=[O:18])[CH:12]=2)[CH:6]=[CH:7][CH:8]=1.[Cl:21][C:22]1[N:27]=[C:26](Cl)[C:25]([Cl:29])=[CH:24][N:23]=1.C(=O)([O-])[O-].[K+].[K+], predict the reaction product. The product is: [Cl:21][C:22]1[N:27]=[C:26]([NH:2][C:3]2[CH:4]=[C:5]([NH:9][C:10](=[O:20])[C:11]3[CH:16]=[CH:15][CH:14]=[C:13]([N+:17]([O-:19])=[O:18])[CH:12]=3)[CH:6]=[CH:7][CH:8]=2)[C:25]([Cl:29])=[CH:24][N:23]=1. (6) Given the reactants [NH4+].[S:2]([C:6]1[CH:14]=[CH:13][CH:12]=[CH:11][C:7]=1[C:8]([O-:10])=[O:9])([OH:5])(=[O:4])=[O:3], predict the reaction product. The product is: [S:2]([C:6]1[CH:14]=[CH:13][CH:12]=[CH:11][C:7]=1[C:8]([OH:10])=[O:9])([OH:5])(=[O:4])=[O:3]. (7) The product is: [Br:21][C:6]1[CH:5]=[C:4]2[C:9](=[CH:8][CH:7]=1)[NH:1][C:2](=[O:15])[C:3]12[CH2:14][CH2:13][CH2:12][CH2:11][CH2:10]1. Given the reactants [NH:1]1[C:9]2[C:4](=[CH:5][CH:6]=[CH:7][CH:8]=2)[C:3]2([CH2:14][CH2:13][CH2:12][CH2:11][CH2:10]2)[C:2]1=[O:15].C([O-])(=O)C.[Na+].[Br:21]Br, predict the reaction product. (8) Given the reactants [Cl:1][C:2]1[CH:7]=[C:6]([CH2:8]O)[CH:5]=[C:4]([NH:10][CH2:11][C:12]2[CH:17]=[CH:16][C:15]([O:18][CH3:19])=[CH:14][CH:13]=2)[N:3]=1.C(N(CC)CC)C.CS(Cl)(=O)=O.[CH:32]([C:35]1[C:40](=[O:41])[NH:39][C:38](=[O:42])[NH:37][C:36]=1[O:43][C:44]1[CH:45]=[C:46]([CH:49]=[C:50]([CH3:52])[CH:51]=1)[C:47]#[N:48])([CH3:34])[CH3:33].C(=O)([O-])[O-].[K+].[K+].[I-].[Li+], predict the reaction product. The product is: [Cl:1][C:2]1[CH:7]=[C:6]([CH2:8][N:37]2[C:36]([O:43][C:44]3[CH:45]=[C:46]([CH:49]=[C:50]([CH3:52])[CH:51]=3)[C:47]#[N:48])=[C:35]([CH:32]([CH3:33])[CH3:34])[C:40](=[O:41])[NH:39][C:38]2=[O:42])[CH:5]=[C:4]([NH:10][CH2:11][C:12]2[CH:17]=[CH:16][C:15]([O:18][CH3:19])=[CH:14][CH:13]=2)[N:3]=1.